This data is from Catalyst prediction with 721,799 reactions and 888 catalyst types from USPTO. The task is: Predict which catalyst facilitates the given reaction. (1) Reactant: [C:1]12([CH2:11][O:12][C:13]3[C:25]([CH:26]4[CH2:28][CH2:27]4)=[CH:24][C:16]([C:17](OC(C)(C)C)=[O:18])=[CH:15][N:14]=3)[CH2:10][CH:5]3[CH2:6][CH:7]([CH2:9][CH:3]([CH2:4]3)[CH2:2]1)[CH2:8]2.FC(F)(F)C(O)=O.C(C1NC=CN=1)(C1NC=CN=1)=O.[CH3:48][NH:49][S:50]([NH2:53])(=[O:52])=[O:51].N1(C2CCCCCCCCCC2)CCCN=CCCCCC1. Product: [C:1]12([CH2:11][O:12][C:13]3[C:25]([CH:26]4[CH2:28][CH2:27]4)=[CH:24][C:16]([C:17]([NH:53][S:50](=[O:52])(=[O:51])[NH:49][CH3:48])=[O:18])=[CH:15][N:14]=3)[CH2:10][CH:5]3[CH2:6][CH:7]([CH2:9][CH:3]([CH2:4]3)[CH2:2]1)[CH2:8]2. The catalyst class is: 96. (2) Reactant: [F:1][C:2]1[CH:7]=[CH:6][C:5](B(O)O)=[CH:4][C:3]=1[O:11][CH3:12].I[C:14]1[C:22]2[C:17](=[N:18][CH:19]=[N:20][C:21]=2[NH2:23])[N:16]([CH:24]([CH3:26])[CH3:25])[N:15]=1.C([O-])([O-])=O.[Na+].[Na+]. Product: [F:1][C:2]1[CH:7]=[CH:6][C:5]([C:14]2[C:22]3[C:17](=[N:18][CH:19]=[N:20][C:21]=3[NH2:23])[N:16]([CH:24]([CH3:26])[CH3:25])[N:15]=2)=[CH:4][C:3]=1[O:11][CH3:12]. The catalyst class is: 414. (3) Product: [ClH:15].[F:5][C:6]1[C:7]([CH3:13])=[C:8]([NH:9][NH2:1])[CH:10]=[CH:11][CH:12]=1. The catalyst class is: 223. Reactant: [N:1]([O-])=O.[Na+].[F:5][C:6]1[C:7]([CH3:13])=[C:8]([CH:10]=[CH:11][CH:12]=1)[NH2:9].[Sn](Cl)[Cl:15].[OH-].[Na+]. (4) Reactant: C(OC([N:8]1[C:20]([CH3:24])([C:21]([OH:23])=[O:22])[CH2:19][C:18]2[C:17]3[C:12](=[CH:13][CH:14]=[CH:15][CH:16]=3)[N:11]([CH2:25][C:26]3[CH:31]=[CH:30][C:29]([F:32])=[CH:28][CH:27]=3)[C:10]=2[CH2:9]1)=O)(C)(C)C.Cl.C(N(CC)CC)C. Product: [F:32][C:29]1[CH:30]=[CH:31][C:26]([CH2:25][N:11]2[C:12]3[C:17](=[CH:16][CH:15]=[CH:14][CH:13]=3)[C:18]3[CH2:19][C:20]([CH3:24])([C:21]([OH:23])=[O:22])[NH:8][CH2:9][C:10]2=3)=[CH:27][CH:28]=1. The catalyst class is: 38. (5) Reactant: [Cl:1][C:2]1[CH:3]=[CH:4][C:5]2[NH:11][C:10](=S)[C@@H:9]([CH2:13][C:14]([O:16][CH2:17][CH3:18])=[O:15])O[C@H:7]([C:19]3[C:28]4OC[CH2:25][O:24][C:23]=4[CH:22]=[CH:21][CH:20]=3)[C:6]=2[CH:29]=1.[OH2:30].[NH2:31][NH2:32].[F:33][C:34]([F:45])([F:44])[C:35](O[C:35](=O)[C:34]([F:45])([F:44])[F:33])=O.FC(F)(F)C(O)=O.[Cl:53]CCCl. Product: [Cl:1][C:2]1[CH:3]=[CH:4][C:5]2[N:11]3[C:35]([C:34]([F:45])([F:44])[F:33])=[N:31][N:32]=[C:10]3[C@@H:9]([CH2:13][C:14]([O:16][CH2:17][CH3:18])=[O:15])[O:30][C@H:7]([C:19]3[CH:20]=[CH:21][CH:22]=[C:23]([O:24][CH3:25])[C:28]=3[Cl:53])[C:6]=2[CH:29]=1. The catalyst class is: 207. (6) Reactant: N#N.[NH:3]1[CH2:7][CH2:6][CH2:5][CH2:4]1.Cl[CH2:9][CH2:10][O:11][CH2:12][CH2:13][OH:14]. Product: [N:3]1([CH2:9][CH2:10][O:11][CH2:12][CH2:13][OH:14])[CH2:7][CH2:6][CH2:5][CH2:4]1. The catalyst class is: 11. (7) Reactant: [CH3:1][C:2]([CH3:13])([C:7]1[CH:12]=[CH:11][CH:10]=[CH:9][CH:8]=1)[CH2:3][C:4]([OH:6])=[O:5].C(=O)=O.CC(C)=O.C([N-]C(C)C)(C)C.[Li+].CN1CCCN(C)C1=O.[CH3:38][S:39]SC. Product: [CH3:1][C:2]([C:7]1[CH:12]=[CH:11][CH:10]=[CH:9][CH:8]=1)([CH3:13])[CH:3]([S:39][CH3:38])[C:4]([OH:6])=[O:5]. The catalyst class is: 7. (8) Reactant: I[C:2]1[CH:7]=[CH:6][C:5]([C:8]2[S:12][C:11]([C:13]3[CH:18]=[CH:17][C:16]([N:19]4[CH2:24][CH2:23][N:22]([CH:25]5[CH2:30][CH2:29][CH:28]([CH3:31])[CH2:27][CH2:26]5)[CH2:21][CH2:20]4)=[CH:15][CH:14]=3)=[N:10][N:9]=2)=[CH:4][CH:3]=1.[CH:32]([O:34][CH2:35][CH3:36])=[O:33].C(O)C.[O-]CC.[Na+].C(OC(C)C)(C)C. Product: [CH3:31][CH:28]1[CH2:29][CH2:30][CH:25]([N:22]2[CH2:23][CH2:24][N:19]([C:16]3[CH:17]=[CH:18][C:13]([C:11]4[S:12][C:8]([C:5]5[CH:6]=[CH:7][C:2]([C:32]([O:34][CH2:35][CH3:36])=[O:33])=[CH:3][CH:4]=5)=[N:9][N:10]=4)=[CH:14][CH:15]=3)[CH2:20][CH2:21]2)[CH2:26][CH2:27]1. The catalyst class is: 233.